From a dataset of Full USPTO retrosynthesis dataset with 1.9M reactions from patents (1976-2016). Predict the reactants needed to synthesize the given product. (1) Given the product [F:1][C:2]([F:21])([F:20])[C:3]1[CH:4]=[C:5]([C:13]2[CH:18]=[CH:17][CH:16]=[C:15]([CH:32]3[CH2:33][CH2:34][NH:29][CH2:30][CH2:31]3)[N:14]=2)[CH:6]=[C:7]([C:9]([F:12])([F:11])[F:10])[CH:8]=1, predict the reactants needed to synthesize it. The reactants are: [F:1][C:2]([F:21])([F:20])[C:3]1[CH:4]=[C:5]([C:13]2[CH:18]=[CH:17][CH:16]=[C:15](Br)[N:14]=2)[CH:6]=[C:7]([C:9]([F:12])([F:11])[F:10])[CH:8]=1.C(OC([N:29]1[CH2:34][CH:33]=[C:32](B2OC(C)(C)C(C)(C)O2)[CH2:31][CH2:30]1)=O)(C)(C)C.C([O-])([O-])=O.[K+].[K+]. (2) Given the product [F:20][CH:16]([F:21])[O:1][C:2]1[N:7]=[CH:6][N:5]=[C:4]([C:8]([O:10][CH2:11][CH3:12])=[O:9])[C:3]=1[CH3:13], predict the reactants needed to synthesize it. The reactants are: [OH:1][C:2]1[N:7]=[CH:6][N:5]=[C:4]([C:8]([O:10][CH2:11][CH3:12])=[O:9])[C:3]=1[CH3:13].[Na+].Cl[C:16]([F:21])([F:20])C([O-])=O.C(=O)([O-])[O-].[Na+].[Na+].[Cl-].[NH4+].